This data is from Reaction yield outcomes from USPTO patents with 853,638 reactions. The task is: Predict the reaction yield, written as a fraction of the theoretical maximum amount of product (1.0 means a 100% yield; for example, 0.34 means a 34% yield). The reactants are [C:1]([O:5][C:6](=[O:29])[CH2:7][O:8][N:9]([C:18](=[O:28])[CH:19]=[C:20]1[C:24](=[O:25])[O:23]C(C)(C)[O:21]1)[CH2:10][C:11]1[CH:16]=[CH:15][C:14]([F:17])=[CH:13][CH:12]=1)([CH3:4])([CH3:3])[CH3:2].[OH-].[Li+].Cl.C(#N)C. The catalyst is O1CCCC1.O. The product is [C:1]([O:5][C:6]([CH2:7][O:8][N:9]([CH2:10][C:11]1[CH:12]=[CH:13][C:14]([F:17])=[CH:15][CH:16]=1)[C:18]([CH:19]=[C:20]([OH:21])[C:24]([OH:25])=[O:23])=[O:28])=[O:29])([CH3:4])([CH3:2])[CH3:3]. The yield is 0.410.